This data is from Reaction yield outcomes from USPTO patents with 853,638 reactions. The task is: Predict the reaction yield, written as a fraction of the theoretical maximum amount of product (1.0 means a 100% yield; for example, 0.34 means a 34% yield). (1) The reactants are C([O-])([O-])=O.[Cs+].[Cs+].[Br:7][C:8]1[CH:13]=[CH:12][C:11]([C:14]2[C:18]3[CH2:19][N:20]([C:23](=[O:25])[CH3:24])[CH2:21][CH2:22][C:17]=3[NH:16][N:15]=2)=[CH:10][CH:9]=1.[CH2:26]([CH:28]1[O:30][CH2:29]1)Cl. The catalyst is CN(C=O)C.CCOC(C)=O. The product is [Br:7][C:8]1[CH:9]=[CH:10][C:11]([C:14]2[C:18]3[CH2:19][N:20]([C:23](=[O:25])[CH3:24])[CH2:21][CH2:22][C:17]=3[N:16]([CH2:26][CH:28]3[CH2:29][O:30]3)[N:15]=2)=[CH:12][CH:13]=1. The yield is 0.560. (2) The reactants are [Cl:1][C:2]1[CH:3]=[C:4]([C:9]([F:12])([F:11])[F:10])[C:5]([NH2:8])=[N:6][CH:7]=1.Br[CH2:14][C:15](=O)[C:16]([O:18][CH2:19][CH3:20])=[O:17].O. The catalyst is CN(C)C=O. The yield is 0.780. The product is [Cl:1][C:2]1[CH:3]=[C:4]([C:9]([F:12])([F:10])[F:11])[C:5]2[N:6]([CH:14]=[C:15]([C:16]([O:18][CH2:19][CH3:20])=[O:17])[N:8]=2)[CH:7]=1. (3) The reactants are [C:1]([O:5][C:6]([N:8]([O:28]C(OC(C)(C)C)=O)[C:9]1([CH3:27])[C:13](=[O:14])[N:12]([CH3:15])[N:11]=[C:10]1[C:16]1[CH:21]=[CH:20][C:19]([S:22]([CH3:25])(=[O:24])=[O:23])=[C:18](F)[CH:17]=1)=[O:7])([CH3:4])([CH3:3])[CH3:2].[CH3:36][NH:37][CH3:38].C(OCC)(=O)C. The catalyst is CC#N.C1COCC1. The product is [CH3:36][N:37]([CH3:38])[C:18]1[CH:17]=[C:16]([C:10]2[C:9]([N:8]([OH:28])[C:6](=[O:7])[O:5][C:1]([CH3:3])([CH3:2])[CH3:4])([CH3:27])[C:13](=[O:14])[N:12]([CH3:15])[N:11]=2)[CH:21]=[CH:20][C:19]=1[S:22]([CH3:25])(=[O:23])=[O:24]. The yield is 0.660. (4) The reactants are Cl.C(N1CCC([C:15]([O:17][CH2:18][CH3:19])=[O:16])C(=O)C1)C1C=CC=CC=1.[C:29](O[C:29]([O:31][C:32]([CH3:35])([CH3:34])[CH3:33])=[O:30])([O:31][C:32]([CH3:35])([CH3:34])[CH3:33])=[O:30].C([N:38]([CH2:41][CH3:42])[CH2:39][CH3:40])C.[H][H].[CH2:45]([OH:47])C. The catalyst is [OH-].[OH-].[Pd+2]. The product is [O:47]=[C:45]1[CH2:40][CH2:39][N:38]([C:29]([O:31][C:32]([CH3:33])([CH3:34])[CH3:35])=[O:30])[CH2:41][CH:42]1[C:15]([O:17][CH2:18][CH3:19])=[O:16]. The yield is 0.930. (5) The catalyst is C1COCC1.CS(C)=O.CCOC(C)=O. The reactants are [C:1]([O:5][C:6]([NH:8][CH:9]([CH2:16]OS(C)(=O)=O)[C:10]([O:12][CH:13]([CH3:15])[CH3:14])=[O:11])=[O:7])([CH3:4])([CH3:3])[CH3:2].[F:22][C:23]1[C:28]([F:29])=[CH:27][C:26]([F:30])=[CH:25][C:24]=1[CH2:31][C:32](=[O:34])[CH3:33].C([O-])([O-])=O.[Cs+].[Cs+]. The yield is 0.600. The product is [C:1]([O:5][C:6]([NH:8][CH:9]([CH2:16][CH:31]([C:24]1[CH:25]=[C:26]([F:30])[CH:27]=[C:28]([F:29])[C:23]=1[F:22])[C:32](=[O:34])[CH3:33])[C:10]([O:12][CH:13]([CH3:14])[CH3:15])=[O:11])=[O:7])([CH3:2])([CH3:3])[CH3:4]. (6) The reactants are O.[OH-].[Li+].[C:4]([C:6]1[C:7]([S:18][CH3:19])=[N:8][C:9]([OH:17])=[C:10]([CH:16]=1)[C:11]([O:13]CC)=[O:12])#[N:5]. The catalyst is C(O)C.O. The product is [C:4]([C:6]1[C:7]([S:18][CH3:19])=[N:8][C:9]([OH:17])=[C:10]([CH:16]=1)[C:11]([OH:13])=[O:12])#[N:5]. The yield is 0.950.